This data is from Forward reaction prediction with 1.9M reactions from USPTO patents (1976-2016). The task is: Predict the product of the given reaction. (1) Given the reactants [C:1]([O:5][C:6](=[O:17])[NH:7][C@@H:8]([C:10]1[CH:15]=[CH:14][C:13](Br)=[CH:12][CH:11]=1)[CH3:9])([CH3:4])([CH3:3])[CH3:2].[Cl:18][C:19]1[C:24](B(O)O)=[CH:23][CH:22]=[CH:21][N:20]=1.C(=O)([O-])[O-].[Na+].[Na+], predict the reaction product. The product is: [C:1]([O:5][C:6](=[O:17])[NH:7][C@@H:8]([C:10]1[CH:15]=[CH:14][C:13]([C:24]2[C:19]([Cl:18])=[N:20][CH:21]=[CH:22][CH:23]=2)=[CH:12][CH:11]=1)[CH3:9])([CH3:4])([CH3:3])[CH3:2]. (2) Given the reactants [Si]([O:8][CH2:9][CH2:10][NH:11][C@@H:12]1[C:20]2[C:15](=[C:16]([C:21]3[N:25]=[C:24]([C:26]4[CH:27]=[CH:28][C:29]([O:34][CH:35]([CH3:37])[CH3:36])=[C:30]([CH:33]=4)[C:31]#[N:32])[S:23][N:22]=3)[CH:17]=[CH:18][CH:19]=2)[CH2:14][CH2:13]1)(C(C)(C)C)(C)C.[ClH:38], predict the reaction product. The product is: [ClH:38].[OH:8][CH2:9][CH2:10][NH:11][C@@H:12]1[C:20]2[C:15](=[C:16]([C:21]3[N:25]=[C:24]([C:26]4[CH:27]=[CH:28][C:29]([O:34][CH:35]([CH3:37])[CH3:36])=[C:30]([CH:33]=4)[C:31]#[N:32])[S:23][N:22]=3)[CH:17]=[CH:18][CH:19]=2)[CH2:14][CH2:13]1.